This data is from Full USPTO retrosynthesis dataset with 1.9M reactions from patents (1976-2016). The task is: Predict the reactants needed to synthesize the given product. (1) Given the product [N:10]1[NH:9][N:8]=[C:12]([O:13][CH2:14][CH2:15][CH2:16][C:17]([O:19][CH3:20])=[O:18])[CH:11]=1, predict the reactants needed to synthesize it. The reactants are: C([N:8]1[C:12]([O:13][CH2:14][CH2:15][CH2:16][C:17]([O:19][CH3:20])=[O:18])=[CH:11][N:10]=[N:9]1)C1C=CC=CC=1. (2) Given the product [C:1]([O:5][C:6]([N:8]1[CH2:13][CH2:12][O:11][C@H:10]([C:14]([OH:19])=[O:15])[CH2:9]1)=[O:7])([CH3:4])([CH3:3])[CH3:2], predict the reactants needed to synthesize it. The reactants are: [C:1]([O:5][C:6]([N:8]1[CH2:13][CH2:12][O:11][C@H:10]([CH2:14][OH:15])[CH2:9]1)=[O:7])([CH3:4])([CH3:3])[CH3:2].[K+].[Br-].C(=O)(O)[O-:19].[Na+].Cl[O-].[Na+].[Na+].[Cl-]. (3) Given the product [C:1]([O:5][C:6]([NH:8][CH2:9][C:10]1[C:11]([C:12]([O:14][CH2:15][CH3:16])=[O:13])=[CH:21][C:20]2[C:19](=[CH:26][CH:25]=[CH:24][C:23]=2[F:27])[N:18]=1)=[O:7])([CH3:4])([CH3:3])[CH3:2], predict the reactants needed to synthesize it. The reactants are: [C:1]([O:5][C:6]([NH:8][CH2:9][C:10](=O)[CH2:11][C:12]([O:14][CH2:15][CH3:16])=[O:13])=[O:7])([CH3:4])([CH3:3])[CH3:2].[NH2:18][C:19]1[CH:26]=[CH:25][CH:24]=[C:23]([F:27])[C:20]=1[CH:21]=O.O.O.O.O.O.O.O.[Cl-].[Ce+3].[Cl-].[Cl-]. (4) Given the product [CH3:32][C:31]1[N:1]([C:2]2[CH:7]=[CH:6][C:5]([C:8]([N:10]3[C:16]4[CH:17]=[CH:18][CH:19]=[CH:20][C:15]=4[CH2:14][N:13]4[CH:21]=[CH:22][CH:23]=[C:12]4[CH2:11]3)=[O:9])=[CH:4][C:3]=2[O:24][CH3:25])[C:27]([CH3:29])=[CH:26][CH:30]=1, predict the reactants needed to synthesize it. The reactants are: [NH2:1][C:2]1[CH:7]=[CH:6][C:5]([C:8]([N:10]2[C:16]3[CH:17]=[CH:18][CH:19]=[CH:20][C:15]=3[CH2:14][N:13]3[CH:21]=[CH:22][CH:23]=[C:12]3[CH2:11]2)=[O:9])=[CH:4][C:3]=1[O:24][CH3:25].[CH2:26]([CH2:30][C:31](=O)[CH3:32])[C:27]([CH3:29])=O.C1(C)C=CC(S(O)(=O)=O)=CC=1. (5) The reactants are: Cl[C:2]1[N:7]([CH3:8])[C:6](=[O:9])[C:5]([O:10][CH3:11])=[CH:4][N:3]=1.[O:12]([C:19]1[CH:24]=[CH:23][C:22](B(O)O)=[CH:21][CH:20]=1)[C:13]1[CH:18]=[CH:17][CH:16]=[CH:15][CH:14]=1.C([O-])([O-])=O.[Cs+].[Cs+]. Given the product [CH3:11][O:10][C:5]1[C:6](=[O:9])[N:7]([CH3:8])[C:2]([C:22]2[CH:23]=[CH:24][C:19]([O:12][C:13]3[CH:18]=[CH:17][CH:16]=[CH:15][CH:14]=3)=[CH:20][CH:21]=2)=[N:3][CH:4]=1, predict the reactants needed to synthesize it.